This data is from Catalyst prediction with 721,799 reactions and 888 catalyst types from USPTO. The task is: Predict which catalyst facilitates the given reaction. Reactant: [CH3:1][O:2][C:3]1[CH:4]=[C:5]([C:11](=[O:22])[CH2:12][CH2:13][CH2:14][CH2:15][C:16]#[C:17][Si:18]([CH3:21])([CH3:20])[CH3:19])[CH:6]=[C:7]([O:9][CH3:10])[CH:8]=1.[CH3:23][Mg]Br.[Cl-].[NH4+]. Product: [CH3:10][O:9][C:7]1[CH:6]=[C:5]([C:11]([OH:22])([CH3:23])[CH2:12][CH2:13][CH2:14][CH2:15][C:16]#[C:17][Si:18]([CH3:21])([CH3:20])[CH3:19])[CH:4]=[C:3]([O:2][CH3:1])[CH:8]=1. The catalyst class is: 28.